Dataset: Catalyst prediction with 721,799 reactions and 888 catalyst types from USPTO. Task: Predict which catalyst facilitates the given reaction. (1) Reactant: [NH2:1][C:2]1[CH:19]=[CH:18][C:5]2[N:6]=[C:7]([NH:9][C:10](=[O:17])[C:11]3[CH:16]=[CH:15][CH:14]=[N:13][CH:12]=3)[S:8][C:4]=2[CH:3]=1.Cl[C:21]1[C:30]2[C:25](=[CH:26][C:27]([O:33][CH3:34])=[C:28]([O:31][CH3:32])[CH:29]=2)[N:24]=[CH:23][N:22]=1. Product: [CH3:32][O:31][C:28]1[CH:29]=[C:30]2[C:25](=[CH:26][C:27]=1[O:33][CH3:34])[N:24]=[CH:23][N:22]=[C:21]2[NH:1][C:2]1[CH:19]=[CH:18][C:5]2[N:6]=[C:7]([NH:9][C:10](=[O:17])[C:11]3[CH:16]=[CH:15][CH:14]=[N:13][CH:12]=3)[S:8][C:4]=2[CH:3]=1. The catalyst class is: 8. (2) Reactant: [BH4-].[Na+].[F:3][C:4]1[CH:5]=[C:6]([C:34](=[O:36])[CH3:35])[CH:7]=[CH:8][C:9]=1[N:10]1[CH2:15][CH2:14][N:13]([C:16]([C:18]2[CH:23]=[C:22]([S:24]([CH3:27])(=[O:26])=[O:25])[CH:21]=[CH:20][C:19]=2[C:28]2[CH:33]=[CH:32][CH:31]=[CH:30][CH:29]=2)=[O:17])[CH2:12][CH2:11]1. Product: [F:3][C:4]1[CH:5]=[C:6]([CH:34]([OH:36])[CH3:35])[CH:7]=[CH:8][C:9]=1[N:10]1[CH2:11][CH2:12][N:13]([C:16]([C:18]2[CH:23]=[C:22]([S:24]([CH3:27])(=[O:26])=[O:25])[CH:21]=[CH:20][C:19]=2[C:28]2[CH:29]=[CH:30][CH:31]=[CH:32][CH:33]=2)=[O:17])[CH2:14][CH2:15]1. The catalyst class is: 5. (3) Reactant: [BrH:1].Br.C[O:4][C:5]1[CH:6]=[C:7]([CH:15]=[CH:16][C:17]=1[CH3:18])[CH2:8][CH:9]1[CH2:14][NH:13][CH2:12][CH2:11][NH:10]1. Product: [BrH:1].[BrH:1].[OH:4][C:5]1[CH:6]=[C:7]([CH:15]=[CH:16][C:17]=1[CH3:18])[CH2:8][CH:9]1[CH2:14][NH:13][CH2:12][CH2:11][NH:10]1. The catalyst class is: 201. (4) Reactant: [Cl:1][C:2]1[CH:7]=[C:6]([C:8]2[CH:9]=[N:10][C:11]([C:14]([F:17])([F:16])[F:15])=[N:12][CH:13]=2)[N:5]=[CH:4][C:3]=1[CH:18](O)[C:19]([F:22])([F:21])[F:20].N1(C(N2C=CN=C2)=S)C=CN=C1.CC(N=NC(C#N)(C)C)(C#N)C.C([SnH](CCCC)CCCC)CCC. Product: [Cl:1][C:2]1[C:3]([CH2:18][C:19]([F:21])([F:20])[F:22])=[CH:4][N:5]=[C:6]([C:8]2[CH:13]=[N:12][C:11]([C:14]([F:17])([F:15])[F:16])=[N:10][CH:9]=2)[CH:7]=1. The catalyst class is: 7. (5) Reactant: [CH2:1]([NH:3][CH2:4][CH3:5])[CH3:2].F[P-](F)(F)(F)(F)F.N1(O[P+](N2CCCC2)(N2CCCC2)N2CCCC2)C2C=CC=CC=2N=N1.[CH2:39]([O:41][C:42]([C:44]1[C:45](=[O:61])[C:46]([C:58](O)=[O:59])=[CH:47][N:48]([CH2:50][C:51]2[CH:56]=[CH:55][C:54]([F:57])=[CH:53][CH:52]=2)[CH:49]=1)=[O:43])[CH3:40]. Product: [CH2:1]([N:3]([CH2:4][CH3:5])[C:58]([C:46]1[C:45](=[O:61])[C:44]([C:42]([O:41][CH2:39][CH3:40])=[O:43])=[CH:49][N:48]([CH2:50][C:51]2[CH:56]=[CH:55][C:54]([F:57])=[CH:53][CH:52]=2)[CH:47]=1)=[O:59])[CH3:2]. The catalyst class is: 4.